From a dataset of Catalyst prediction with 721,799 reactions and 888 catalyst types from USPTO. Predict which catalyst facilitates the given reaction. (1) Reactant: [CH3:1]N(C=O)C.[CH3:6][C:7]1[NH:8][C:9]2[C:14]([CH:15]=1)=[CH:13][C:12]([O:16][C:17]1[CH:22]=[CH:21][N:20]=[C:19]3[CH:23]=[C:24]([C:26]([OH:28])=[O:27])[S:25][C:18]=13)=[CH:11][CH:10]=2.CCN(C(C)C)C(C)C.CN(C(ON1N=NC2C=CC=NC1=2)=[N+](C)C)C.F[P-](F)(F)(F)(F)F. Product: [CH3:1][O:27][C:26]([C:24]1[S:25][C:18]2[C:19](=[N:20][CH:21]=[CH:22][C:17]=2[O:16][C:12]2[CH:13]=[C:14]3[C:9](=[CH:10][CH:11]=2)[NH:8][C:7]([CH3:6])=[CH:15]3)[CH:23]=1)=[O:28]. The catalyst class is: 513. (2) The catalyst class is: 25. Reactant: C[O:2][CH:3](OC)[C:4]1[CH:9]=[CH:8][N:7]=[C:6]([NH2:10])[N:5]=1.Cl.C([O-])(O)=O.[Na+]. Product: [NH2:10][C:6]1[N:5]=[C:4]([CH:3]=[O:2])[CH:9]=[CH:8][N:7]=1. (3) Reactant: [H-].[H-].[H-].[H-].[Li+].[Al+3].[CH:7]1([C:13]2[CH:21]=[CH:20][C:16]([C:17](O)=[O:18])=[CH:15][CH:14]=2)[CH2:12][CH2:11][CH2:10][CH2:9][CH2:8]1.O.[OH-].[K+]. Product: [CH:7]1([C:13]2[CH:14]=[CH:15][C:16]([CH2:17][OH:18])=[CH:20][CH:21]=2)[CH2:8][CH2:9][CH2:10][CH2:11][CH2:12]1. The catalyst class is: 28. (4) Reactant: [CH3:1][O:2][C:3]1[CH:4]=[C:5]([NH:11][C:12]2[C:13]3[N:29]=[CH:28][S:27][C:14]=3[N:15]=[C:16]([N:18]3[CH2:22][CH2:21][CH:20]([C:23]([O:25]C)=[O:24])[CH2:19]3)[N:17]=2)[CH:6]=[CH:7][C:8]=1[O:9][CH3:10].[OH-].[Na+]. Product: [CH3:1][O:2][C:3]1[CH:4]=[C:5]([NH:11][C:12]2[C:13]3[N:29]=[CH:28][S:27][C:14]=3[N:15]=[C:16]([N:18]3[CH2:22][CH2:21][CH:20]([C:23]([OH:25])=[O:24])[CH2:19]3)[N:17]=2)[CH:6]=[CH:7][C:8]=1[O:9][CH3:10]. The catalyst class is: 24.